Dataset: Retrosynthesis with 50K atom-mapped reactions and 10 reaction types from USPTO. Task: Predict the reactants needed to synthesize the given product. (1) Given the product CC1(C)C[C@@](C)(c2ccc(F)c(-c3cncnc3)c2)N=C(NC(=O)c2ccccc2)S1, predict the reactants needed to synthesize it. The reactants are: CC1(C)C[C@@](C)(c2ccc(F)c(Br)c2)N=C(NC(=O)c2ccccc2)S1.OB(O)c1cncnc1. (2) Given the product C[C@H]1CN(c2c(CO[Si](c3ccccc3)(c3ccccc3)C(C)(C)C)cc3c(C(N)=O)noc3c2F)C[C@@H](C)O1, predict the reactants needed to synthesize it. The reactants are: CCOC(=O)c1noc2c(F)c(N3C[C@H](C)O[C@H](C)C3)c(CO[Si](c3ccccc3)(c3ccccc3)C(C)(C)C)cc12.[NH4+]. (3) Given the product COC(=O)c1cc(-c2ccccc2C=O)cc(C)c1N(Cc1cccnc1)S(=O)(=O)c1ccc(OC)cc1, predict the reactants needed to synthesize it. The reactants are: COC(=O)c1cc(Br)cc(C)c1N(Cc1cccnc1)S(=O)(=O)c1ccc(OC)cc1.O=Cc1ccccc1B(O)O. (4) Given the product O=c1[nH]cnc2[nH]c(-c3ccnc(CCc4ccc(CN5CCOCC5)c(F)c4)c3)cc12, predict the reactants needed to synthesize it. The reactants are: O=c1[nH]cnc2[nH]c(-c3ccnc(/C=C/c4ccc(CN5CCOCC5)c(F)c4)c3)cc12.